The task is: Predict the reactants needed to synthesize the given product.. This data is from Full USPTO retrosynthesis dataset with 1.9M reactions from patents (1976-2016). Given the product [N+:1]([C:4]1[CH:5]=[C:6]([C:14]2[O:15][C:16]3[CH:22]=[CH:21][C:20]([C:27]4[CH:28]=[CH:29][C:30]([Cl:31])=[C:25]([CH3:24])[CH:26]=4)=[CH:19][C:17]=3[N:18]=2)[C:7]([NH:10][CH2:11][CH2:12][CH3:13])=[CH:8][CH:9]=1)([O-:3])=[O:2], predict the reactants needed to synthesize it. The reactants are: [N+:1]([C:4]1[CH:5]=[C:6]([C:14]2[O:15][C:16]3[CH:22]=[CH:21][C:20](Br)=[CH:19][C:17]=3[N:18]=2)[C:7]([NH:10][CH2:11][CH2:12][CH3:13])=[CH:8][CH:9]=1)([O-:3])=[O:2].[CH3:24][C:25]1[CH:26]=[C:27](B(O)O)[CH:28]=[CH:29][C:30]=1[Cl:31].